From a dataset of Full USPTO retrosynthesis dataset with 1.9M reactions from patents (1976-2016). Predict the reactants needed to synthesize the given product. (1) The reactants are: [CH3:1][O:2][C:3]1[CH:4]=[C:5]([C:11]2[CH:12]=[N:13][CH:14]=[C:15]([C:18]=2O)[C:16]#[N:17])[CH:6]=[CH:7][C:8]=1[O:9][CH3:10].O=P(Cl)(Cl)[Cl:22]. Given the product [Cl:22][C:18]1[C:15]([C:16]#[N:17])=[CH:14][N:13]=[CH:12][C:11]=1[C:5]1[CH:6]=[CH:7][C:8]([O:9][CH3:10])=[C:3]([O:2][CH3:1])[CH:4]=1, predict the reactants needed to synthesize it. (2) Given the product [C:1]([NH:5][C:6](=[O:51])[NH:7][C@@H:8]([C:47]([CH3:50])([CH3:49])[CH3:48])[C:9]([N:11]1[CH2:15][C@H:14]([O:16][C:17]2[CH:22]=[C:21]([C:23]3[CH:28]=[CH:27][CH:26]=[CH:25][N:24]=3)[N:20]=[C:19]3[CH:29]=[CH:30][S:31][C:18]=23)[CH2:13][C@H:12]1[C:32]([NH:34][C@@H:35]([CH2:44][CH2:45][CH3:46])[C:36](=[O:43])[C:37]([NH:39][CH:40]1[CH2:42][CH2:41]1)=[O:38])=[O:33])=[O:10])([CH3:3])([CH3:4])[CH3:2], predict the reactants needed to synthesize it. The reactants are: [C:1]([NH:5][C:6](=[O:51])[NH:7][C@@H:8]([C:47]([CH3:50])([CH3:49])[CH3:48])[C:9]([N:11]1[CH2:15][C@H:14]([O:16][C:17]2[CH:22]=[C:21]([C:23]3[CH:28]=[CH:27][CH:26]=[CH:25][N:24]=3)[N:20]=[C:19]3[CH:29]=[CH:30][S:31][C:18]=23)[CH2:13][C@H:12]1[C:32]([NH:34][C@@H:35]([CH2:44][CH2:45][CH3:46])[CH:36]([OH:43])[C:37]([NH:39][CH:40]1[CH2:42][CH2:41]1)=[O:38])=[O:33])=[O:10])([CH3:4])([CH3:3])[CH3:2].CC(OI1(OC(C)=O)(OC(C)=O)OC(=O)C2C=CC=CC1=2)=O.[O-]S([O-])(=S)=O.[Na+].[Na+].C([O-])(O)=O.[Na+]. (3) Given the product [Br:24][CH2:5][C:6]1[CH:22]=[CH:21][C:9]([O:10][C:11]2[CH:12]=[C:13]([C:19]#[N:20])[C:14](=[CH:17][CH:18]=2)[C:15]#[N:16])=[CH:8][CH:7]=1, predict the reactants needed to synthesize it. The reactants are: CS([CH2:5][C:6]1[CH:22]=[CH:21][C:9]([O:10][C:11]2[CH:12]=[C:13]([C:19]#[N:20])[C:14](=[CH:17][CH:18]=2)[C:15]#[N:16])=[CH:8][CH:7]=1)(=O)=O.[Li+].[Br-:24]. (4) Given the product [CH2:1]([N:3]([CH2:7][CH3:8])[CH2:4][CH2:5][NH:6][C:10]1=[N:11][C:12](=[O:15])[S:13]/[C:14]/1=[CH:21]\[C:20]1[CH:23]=[CH:24][C:25]([O:26][C:27]2[CH:32]=[CH:31][C:30]([C:33]([F:36])([F:35])[F:34])=[CH:29][C:28]=2[N+:37]([O-:39])=[O:38])=[C:18]([O:17][CH3:16])[CH:19]=1)[CH3:2], predict the reactants needed to synthesize it. The reactants are: [CH2:1]([N:3]([CH2:7][CH3:8])[CH2:4][CH2:5][NH2:6])[CH3:2].S=[C:10]1[CH2:14][S:13][C:12](=[O:15])[NH:11]1.[CH3:16][O:17][C:18]1[CH:19]=[C:20]([CH:23]=[CH:24][C:25]=1[O:26][C:27]1[CH:32]=[CH:31][C:30]([C:33]([F:36])([F:35])[F:34])=[CH:29][C:28]=1[N+:37]([O-:39])=[O:38])[CH:21]=O.[Cl-].[NH4+].